The task is: Predict the product of the given reaction.. This data is from Forward reaction prediction with 1.9M reactions from USPTO patents (1976-2016). Given the reactants [C:1]([C:5]1[CH:6]=[C:7](C)[CH:8]=[C:9]([C:11](C)(C)C)[CH:10]=1)([CH3:4])([CH3:3])[CH3:2].[Cl:16][S:17](O)(=[O:19])=[O:18], predict the reaction product. The product is: [C:1]([C:5]1[CH:6]=[CH:7][C:8]([S:17]([Cl:16])(=[O:19])=[O:18])=[C:9]([CH3:11])[CH:10]=1)([CH3:4])([CH3:3])[CH3:2].